Dataset: Full USPTO retrosynthesis dataset with 1.9M reactions from patents (1976-2016). Task: Predict the reactants needed to synthesize the given product. (1) Given the product [CH3:36][C:31]1([CH3:37])[C:32]([CH3:35])([CH3:34])[O:33][B:29]([C:22]2[CH:23]=[C:24]3[C:19](=[CH:20][CH:21]=2)[C:17]2[NH:18][C:14]([C@@H:13]4[C@@H:12]5[CH2:28][C@@H:9]([CH2:10][CH2:11]5)[N:8]4[C:6]([O:5][C:1]([CH3:4])([CH3:3])[CH3:2])=[O:7])=[N:15][C:16]=2[CH2:26][CH2:25]3)[O:30]1, predict the reactants needed to synthesize it. The reactants are: [C:1]([O:5][C:6]([N:8]1[C@H:13]([C:14]2[NH:18][C:17]3[C:19]4[C:24]([CH2:25][CH2:26][C:16]=3[N:15]=2)=[CH:23][C:22](Br)=[CH:21][CH:20]=4)[C@@H:12]2[CH2:28][C@H:9]1[CH2:10][CH2:11]2)=[O:7])([CH3:4])([CH3:3])[CH3:2].[B:29]1([B:29]2[O:33][C:32]([CH3:35])([CH3:34])[C:31]([CH3:37])([CH3:36])[O:30]2)[O:33][C:32]([CH3:35])([CH3:34])[C:31]([CH3:37])([CH3:36])[O:30]1.CC([O-])=O.[K+]. (2) Given the product [C:32]([O:36][C:37]([NH:39][CH2:40][C@H:41]1[CH2:46][CH2:45][C@H:44]([C:47]([NH:49][C@H:50]([C:67](=[O:80])[NH:68][C:69]2[CH:74]=[CH:73][C:72]([C:75]3[N:76]=[N:77][NH:78][N:79]=3)=[CH:71][CH:70]=2)[CH2:51][C:52]2[CH:57]=[CH:56][C:55]([C:58]3[CH:63]=[CH:62][CH:61]=[CH:60][C:59]=3[C:64]([N:84]3[CH2:85][CH2:86][N:81]([C:87]([O:89][C:90]([CH3:93])([CH3:92])[CH3:91])=[O:88])[CH2:82][CH2:83]3)=[O:65])=[CH:54][CH:53]=2)=[O:48])[CH2:43][CH2:42]1)=[O:38])([CH3:35])([CH3:33])[CH3:34], predict the reactants needed to synthesize it. The reactants are: C(NC(C)C)(C)C.F[P-](F)(F)(F)(F)F.CN(C(ON1C2=NC=CC=C2N=N1)=[N+](C)C)C.[C:32]([O:36][C:37]([NH:39][CH2:40][C@H:41]1[CH2:46][CH2:45][C@H:44]([C:47]([NH:49][C@H:50]([C:67](=[O:80])[NH:68][C:69]2[CH:74]=[CH:73][C:72]([C:75]3[N:76]=[N:77][NH:78][N:79]=3)=[CH:71][CH:70]=2)[CH2:51][C:52]2[CH:57]=[CH:56][C:55]([C:58]3[C:59]([C:64](O)=[O:65])=[CH:60][CH:61]=[CH:62][CH:63]=3)=[CH:54][CH:53]=2)=[O:48])[CH2:43][CH2:42]1)=[O:38])([CH3:35])([CH3:34])[CH3:33].[N:81]1([C:87]([O:89][C:90]([CH3:93])([CH3:92])[CH3:91])=[O:88])[CH2:86][CH2:85][NH:84][CH2:83][CH2:82]1. (3) Given the product [Cl:1][C:2]1[C:3]([C:12]2([CH2:15][NH:16][C:31]([C:26]3[C:25]([CH3:24])=[CH:30][CH:29]=[CH:28][N:27]=3)=[O:32])[CH2:14][CH2:13]2)=[N:4][CH:5]=[C:6]([C:8]([F:11])([F:9])[F:10])[CH:7]=1, predict the reactants needed to synthesize it. The reactants are: [Cl:1][C:2]1[C:3]([C:12]2([CH2:15][NH2:16])[CH2:14][CH2:13]2)=[N:4][CH:5]=[C:6]([C:8]([F:11])([F:10])[F:9])[CH:7]=1.C(N(CC)CC)C.[CH3:24][C:25]1[C:26]([C:31](Cl)=[O:32])=[N:27][CH:28]=[CH:29][CH:30]=1.O. (4) Given the product [CH3:11][O:7][C:6](=[O:8])[C:5]1[CH:9]=[CH:10][C:2]([OH:1])=[N:3][CH:4]=1, predict the reactants needed to synthesize it. The reactants are: [OH:1][C:2]1[CH:10]=[CH:9][C:5]([C:6]([OH:8])=[O:7])=[CH:4][N:3]=1.[C:11](Cl)(=O)C(Cl)=O. (5) Given the product [OH:26][CH2:27][CH:28]([NH:30][S:31]([C:34]1[CH:35]=[N:36][CH:37]=[C:38]([C:2]#[C:1][C:3]2[CH:4]=[N:5][N:6]3[C:11]([C:12]([F:14])([F:13])[F:15])=[CH:10][C:9]([C:16]4[CH:21]=[CH:20][C:19]([C:22]([F:25])([F:24])[F:23])=[CH:18][CH:17]=4)=[N:8][C:7]=23)[CH:39]=1)(=[O:33])=[O:32])[CH3:29], predict the reactants needed to synthesize it. The reactants are: [C:1]([C:3]1[CH:4]=[N:5][N:6]2[C:11]([C:12]([F:15])([F:14])[F:13])=[CH:10][C:9]([C:16]3[CH:21]=[CH:20][C:19]([C:22]([F:25])([F:24])[F:23])=[CH:18][CH:17]=3)=[N:8][C:7]=12)#[CH:2].[OH:26][CH2:27][CH:28]([NH:30][S:31]([C:34]1[CH:35]=[N:36][CH:37]=[C:38](Br)[CH:39]=1)(=[O:33])=[O:32])[CH3:29].